From a dataset of Reaction yield outcomes from USPTO patents with 853,638 reactions. Predict the reaction yield, written as a fraction of the theoretical maximum amount of product (1.0 means a 100% yield; for example, 0.34 means a 34% yield). (1) The reactants are C([O-])([O-])=O.[K+].[K+].C1OCCOCCOCCOCCOCCOC1.COC(=O)[CH2:28][C:29]([N:31]([CH2:38][C:39]1[CH:44]=[CH:43][C:42]([O:45][CH3:46])=[CH:41][CH:40]=1)[CH2:32][CH2:33][C:34]([O:36]C)=O)=[O:30].Cl. The catalyst is C1(C)C=CC=CC=1.O. The product is [CH3:46][O:45][C:42]1[CH:41]=[CH:40][C:39]([CH2:38][N:31]2[CH2:32][CH2:33][C:34](=[O:36])[CH2:28][C:29]2=[O:30])=[CH:44][CH:43]=1. The yield is 0.690. (2) The reactants are C1(P(C2C=CC=CC=2)C2C=CC=CC=2)C=CC=CC=1.BrN1C(=O)CCC1=O.[Br:28][C:29]1[CH:30]=[C:31]([CH:39]([CH2:43][CH:44]2[CH2:48][CH2:47][CH2:46][CH2:45]2)[C:40]([OH:42])=O)[CH:32]=[CH:33][C:34]=1[S:35]([CH3:38])(=[O:37])=[O:36].[NH2:49][C:50]1[S:51][CH:52]=[CH:53][N:54]=1. The catalyst is C(Cl)Cl. The product is [Br:28][C:29]1[CH:30]=[C:31]([CH:39]([CH2:43][CH:44]2[CH2:48][CH2:47][CH2:46][CH2:45]2)[C:40]([NH:49][C:50]2[S:51][CH:52]=[CH:53][N:54]=2)=[O:42])[CH:32]=[CH:33][C:34]=1[S:35]([CH3:38])(=[O:36])=[O:37]. The yield is 0.880. (3) The reactants are Cl.[CH3:2][O:3][C:4](=[O:9])[C@H:5]([CH2:7][OH:8])[NH2:6].C(N(CC)CC)C.Cl[C:18](Cl)([O:20]C(=O)OC(Cl)(Cl)Cl)Cl. The catalyst is ClCCl. The product is [O:20]=[C:18]1[NH:6][C@H:5]([C:4]([O:3][CH3:2])=[O:9])[CH2:7][O:8]1. The yield is 0.935. (4) The reactants are N1([O:10][C:11]2[CH:12]=[N:13][N:14]([CH:18]([CH2:35][CH:36]3[CH2:40][CH2:39][CH2:38][CH2:37]3)[C:19]([NH:21][C:22]3[CH:26]=[CH:25][N:24]([CH2:27][C@@H:28]4[CH2:32][O:31][C:30]([CH3:34])([CH3:33])[O:29]4)[N:23]=3)=[O:20])[C:15](=[O:17])[CH:16]=2)C2C=CC=CC=2N=N1.C(=O)([O-])[O-].[Cs+].[Cs+].[Cl:47][C:48]1[CH:53]=[CH:52][CH:51]=[CH:50][C:49]=1[CH2:54][CH2:55]O. The catalyst is C(#N)C. The product is [Cl:47][C:48]1[CH:53]=[CH:52][CH:51]=[CH:50][C:49]=1[CH2:54][CH2:55][O:10][C:11]1[CH:12]=[N:13][N:14]([CH:18]([CH2:35][CH:36]2[CH2:40][CH2:39][CH2:38][CH2:37]2)[C:19]([NH:21][C:22]2[CH:26]=[CH:25][N:24]([CH2:27][C@@H:28]3[CH2:32][O:31][C:30]([CH3:34])([CH3:33])[O:29]3)[N:23]=2)=[O:20])[C:15](=[O:17])[CH:16]=1. The yield is 0.370. (5) The reactants are [N+:1]([C:4]1[CH:5]=[C:6]2[C:10](=[CH:11][CH:12]=1)[NH:9][CH:8]=[CH:7]2)([O-:3])=[O:2].[C:13](O[C:13]([O:15][C:16]([CH3:19])([CH3:18])[CH3:17])=[O:14])([O:15][C:16]([CH3:19])([CH3:18])[CH3:17])=[O:14]. The catalyst is CN(C1C=CN=CC=1)C.C1COCC1. The product is [C:16]([O:15][C:13]([N:9]1[C:10]2[C:6](=[CH:5][C:4]([N+:1]([O-:3])=[O:2])=[CH:12][CH:11]=2)[CH:7]=[CH:8]1)=[O:14])([CH3:19])([CH3:18])[CH3:17]. The yield is 0.780. (6) The catalyst is ClCCl.CO.CCN(CC)CC. The product is [NH2:7][CH2:6][CH2:5][CH2:4][CH2:3][CH2:2][C:10](=[O:9])[CH2:11][S:12][C:13]([C:14]1[CH:19]=[CH:18][CH:17]=[CH:16][CH:15]=1)([C:20]1[CH:21]=[CH:22][CH:23]=[CH:24][CH:25]=1)[C:26]1[CH:31]=[CH:30][CH:29]=[CH:28][CH:27]=1. The yield is 0.540. The reactants are N[CH2:2][CH2:3][CH2:4][CH2:5][CH2:6][NH2:7].C[O:9][C:10](=O)[CH2:11][S:12][C:13]([C:26]1[CH:31]=[CH:30][CH:29]=[CH:28][CH:27]=1)([C:20]1[CH:25]=[CH:24][CH:23]=[CH:22][CH:21]=1)[C:14]1[CH:19]=[CH:18][CH:17]=[CH:16][CH:15]=1.CO. (7) The reactants are CCOC(/N=N/C(OCC)=O)=O.O[C:14]1[CH:22]=[CH:21][CH:20]=[CH:19][C:15]=1/[CH:16]=[N:17]/[OH:18].C1(P(C2C=CC=CC=2)C2C=CC=CC=2)C=CC=CC=1. The catalyst is O1CCCC1. The product is [O:18]1[C:14]2[CH:22]=[CH:21][CH:20]=[CH:19][C:15]=2[CH:16]=[N:17]1. The yield is 0.660. (8) The reactants are [Cl-].[Li+].[Cu](C#N)C#N.[CH:8]1([Mg]Cl)[CH2:12][CH2:11][CH2:10][CH2:9]1.C(OCC)C.[C:20]([O:24][CH3:25])(=[O:23])[C:21]#[CH:22].[I:26]I. The catalyst is O1CCCC1. The product is [CH3:25][O:24][C:20](=[O:23])/[C:21](/[I:26])=[CH:22]\[CH:8]1[CH2:12][CH2:11][CH2:10][CH2:9]1. The yield is 0.970. (9) The yield is 0.700. The reactants are CCN(C(C)C)C(C)C.[CH3:10][O:11][C:12]1[CH:13]=[CH:14][CH:15]=[C:16]2[C:21]=1[O:20][C:19](=[O:22])[C:18]([C:23]([OH:25])=O)=[CH:17]2.CN(C(ON1N=NC2C=CC=NC1=2)=[N+](C)C)C.F[P-](F)(F)(F)(F)F.[NH:50]1[C:58]2[C:53](=[C:54]([C:59]3[CH:60]=[C:61]([NH2:65])[CH:62]=[CH:63][CH:64]=3)[CH:55]=[CH:56][CH:57]=2)[CH:52]=[CH:51]1. The catalyst is CN(C=O)C. The product is [NH:50]1[C:58]2[C:53](=[C:54]([C:59]3[CH:60]=[C:61]([NH:65][C:23]([C:18]4[C:19](=[O:22])[O:20][C:21]5[C:16]([CH:17]=4)=[CH:15][CH:14]=[CH:13][C:12]=5[O:11][CH3:10])=[O:25])[CH:62]=[CH:63][CH:64]=3)[CH:55]=[CH:56][CH:57]=2)[CH:52]=[CH:51]1. (10) The product is [Cl:8][C:5]1[CH:6]=[CH:7][C:2]([C:14]#[C:13][CH2:12][CH2:11][OH:15])=[C:3]([O:9][CH3:10])[CH:4]=1. The reactants are Br[C:2]1[CH:7]=[CH:6][C:5]([Cl:8])=[CH:4][C:3]=1[O:9][CH3:10].[CH2:11]([OH:15])[CH2:12][C:13]#[CH:14]. The yield is 0.767. The catalyst is N1CCCC1.C1C=CC([P]([Pd]([P](C2C=CC=CC=2)(C2C=CC=CC=2)C2C=CC=CC=2)([P](C2C=CC=CC=2)(C2C=CC=CC=2)C2C=CC=CC=2)[P](C2C=CC=CC=2)(C2C=CC=CC=2)C2C=CC=CC=2)(C2C=CC=CC=2)C2C=CC=CC=2)=CC=1.[Cu]I.